This data is from Catalyst prediction with 721,799 reactions and 888 catalyst types from USPTO. The task is: Predict which catalyst facilitates the given reaction. (1) Reactant: [C:1]([C:3]1[C:4]([NH:9][C:10]2[CH:11]=[C:12]([CH:25]=[CH:26][C:27]=2[CH3:28])[C:13]([NH:15][C:16]2[CH:21]=[CH:20][CH:19]=[C:18]([CH:22]([CH3:24])[CH3:23])[CH:17]=2)=[O:14])=[N:5][CH:6]=[CH:7][CH:8]=1)#[N:2].[N-:29]=[N+:30]=[N-:31].[Na+].[Cl-].[NH4+]. Product: [NH:29]1[C:1]([C:3]2[C:4]([NH:9][C:10]3[CH:11]=[C:12]([CH:25]=[CH:26][C:27]=3[CH3:28])[C:13]([NH:15][C:16]3[CH:21]=[CH:20][CH:19]=[C:18]([CH:22]([CH3:24])[CH3:23])[CH:17]=3)=[O:14])=[N:5][CH:6]=[CH:7][CH:8]=2)=[N:2][N:31]=[N:30]1. The catalyst class is: 3. (2) The catalyst class is: 18. Product: [CH3:16][O:1][C:2]1([C:6]2[CH:7]=[CH:8][C:9]([C:10]#[N:11])=[CH:12][CH:13]=2)[CH2:3][O:4][CH2:5]1. Reactant: [OH:1][C:2]1([C:6]2[CH:13]=[CH:12][C:9]([C:10]#[N:11])=[CH:8][CH:7]=2)[CH2:5][O:4][CH2:3]1.[H-].[Na+].[CH3:16]I.